From a dataset of Peptide-MHC class I binding affinity with 185,985 pairs from IEDB/IMGT. Regression. Given a peptide amino acid sequence and an MHC pseudo amino acid sequence, predict their binding affinity value. This is MHC class I binding data. (1) The peptide sequence is VEFDMSHL. The MHC is H-2-Kb with pseudo-sequence H-2-Kb. The binding affinity (normalized) is 0. (2) The peptide sequence is AVRQFRASV. The MHC is HLA-B15:09 with pseudo-sequence HLA-B15:09. The binding affinity (normalized) is 0.0847. (3) The peptide sequence is KFRRVFGEY. The MHC is HLA-A24:02 with pseudo-sequence HLA-A24:02. The binding affinity (normalized) is 0.399. (4) The peptide sequence is KPKVASEAF. The MHC is HLA-A02:12 with pseudo-sequence HLA-A02:12. The binding affinity (normalized) is 0.0847. (5) The peptide sequence is LLKTRFRGL. The MHC is HLA-A02:19 with pseudo-sequence HLA-A02:19. The binding affinity (normalized) is 0.0847. (6) The peptide sequence is DTTQIIKLLPF. The MHC is HLA-A29:02 with pseudo-sequence HLA-A29:02. The binding affinity (normalized) is 0.189.